Dataset: Full USPTO retrosynthesis dataset with 1.9M reactions from patents (1976-2016). Task: Predict the reactants needed to synthesize the given product. (1) The reactants are: [CH2:1]([O:3][P:4]([CH2:9][NH:10][C:11]1[CH:20]=[CH:19][C:18]2[C:13](=[C:14]([C:22]3[C:31]4[C:26](=[CH:27][CH:28]=[CH:29][CH:30]=4)[CH:25]=[CH:24][CH:23]=3)[CH:15]=[C:16](I)[CH:17]=2)[N:12]=1)(=[O:8])[O:5][CH2:6][CH3:7])[CH3:2].[CH:32]([Si:35]([CH:47]([CH3:49])[CH3:48])([CH:44]([CH3:46])[CH3:45])[N:36]1[CH:40]=[CH:39][C:38](B(O)O)=[CH:37]1)([CH3:34])[CH3:33].C([O-])([O-])=O.[Na+].[Na+]. Given the product [CH2:1]([O:3][P:4]([CH2:9][NH:10][C:11]1[CH:20]=[CH:19][C:18]2[C:13](=[C:14]([C:22]3[C:31]4[C:26](=[CH:27][CH:28]=[CH:29][CH:30]=4)[CH:25]=[CH:24][CH:23]=3)[CH:15]=[C:16]([C:38]3[CH:39]=[CH:40][N:36]([Si:35]([CH:44]([CH3:46])[CH3:45])([CH:47]([CH3:49])[CH3:48])[CH:32]([CH3:33])[CH3:34])[CH:37]=3)[CH:17]=2)[N:12]=1)(=[O:8])[O:5][CH2:6][CH3:7])[CH3:2], predict the reactants needed to synthesize it. (2) Given the product [CH3:2][O:3][C:4]1[CH:5]=[CH:6][C:7]([N:10]2[C:11](=[O:15])[CH2:12][CH:13]([N:35]3[CH2:36][CH2:37][C@@H:33]([NH:32][C:17](=[O:16])[CH2:18][NH:19][C:20](=[O:31])[C:21]4[CH:26]=[CH:25][CH:24]=[C:23]([C:27]([F:28])([F:30])[F:29])[CH:22]=4)[CH2:34]3)[CH2:14]2)=[CH:8][CH:9]=1, predict the reactants needed to synthesize it. The reactants are: O.[CH3:2][O:3][C:4]1[CH:9]=[CH:8][C:7]([N:10]2[CH2:14][CH:13]=[CH:12][C:11]2=[O:15])=[CH:6][CH:5]=1.[O:16]=[C:17]([NH:32][C@@H:33]1[CH2:37][CH2:36][NH:35][CH2:34]1)[CH2:18][NH:19][C:20](=[O:31])[C:21]1[CH:26]=[CH:25][CH:24]=[C:23]([C:27]([F:30])([F:29])[F:28])[CH:22]=1.[NH4+].[OH-]. (3) Given the product [NH2:52][C:53]1[CH:58]=[CH:57][CH:56]=[CH:55][C:54]=1[NH:59][C:60](=[O:71])[C:61]1[CH:66]=[CH:65][C:64]([NH:67][CH2:68][CH2:69][NH:70][C:19]([C:15]2[C:14]([CH3:22])=[C:13](/[CH:12]=[C:5]3\[C:6](=[O:11])[NH:7][C:8]4[C:4]\3=[CH:3][C:2]([Cl:1])=[CH:10][CH:9]=4)[NH:17][C:16]=2[CH3:18])=[O:21])=[N:63][CH:62]=1, predict the reactants needed to synthesize it. The reactants are: [Cl:1][C:2]1[CH:3]=[C:4]2[C:8](=[CH:9][CH:10]=1)[NH:7][C:6](=[O:11])/[C:5]/2=[CH:12]\[C:13]1[NH:17][C:16]([CH3:18])=[C:15]([C:19]([OH:21])=O)[C:14]=1[CH3:22].Cl.C(N=C=NCCCN(C)C)C.OC1C2N=NNC=2C=CC=1.C(N(CC)CC)C.[NH2:52][C:53]1[CH:58]=[CH:57][CH:56]=[CH:55][C:54]=1[NH:59][C:60](=[O:71])[C:61]1[CH:66]=[CH:65][C:64]([NH:67][CH2:68][CH2:69][NH2:70])=[N:63][CH:62]=1. (4) Given the product [NH2:27][C:12]1[N:11]=[C:10]([C:7]2[CH:8]=[CH:9][C:4]([C:3]([OH:29])=[O:2])=[C:5]([Cl:28])[CH:6]=2)[C:15]([C:16]#[C:17][C:18]2[CH:19]=[N:20][C:21]([NH2:24])=[CH:22][CH:23]=2)=[C:14]([CH2:25][CH3:26])[N:13]=1, predict the reactants needed to synthesize it. The reactants are: C[O:2][C:3](=[O:29])[C:4]1[CH:9]=[CH:8][C:7]([C:10]2[C:15]([C:16]#[C:17][C:18]3[CH:19]=[N:20][C:21]([NH2:24])=[CH:22][CH:23]=3)=[C:14]([CH2:25][CH3:26])[N:13]=[C:12]([NH2:27])[N:11]=2)=[CH:6][C:5]=1[Cl:28].